From a dataset of Full USPTO retrosynthesis dataset with 1.9M reactions from patents (1976-2016). Predict the reactants needed to synthesize the given product. (1) Given the product [CH2:21]([O:20][C:15](=[O:19])/[CH:16]=[C:17](/[O:8][C:3]1[CH:4]=[CH:5][CH:6]=[CH:7][C:2]=1[Cl:1])\[CH3:18])[CH3:22], predict the reactants needed to synthesize it. The reactants are: [Cl:1][C:2]1[CH:7]=[CH:6][CH:5]=[CH:4][C:3]=1[OH:8].CC(C)([O-])C.[K+].[C:15]([O:20][CH2:21][CH3:22])(=[O:19])[C:16]#[C:17][CH3:18].[OH-].[Na+]. (2) The reactants are: C[O:2][C:3]1[CH:4]=[C:5]([CH2:9][N:10]2[CH:14]=[CH:13][N:12]=[C:11]2[CH3:15])[N:6]=[N:7][CH:8]=1.[OH-].[Na+]. Given the product [CH3:15][C:11]1[N:10]([CH2:9][C:5]2[NH:6][N:7]=[CH:8][C:3](=[O:2])[CH:4]=2)[CH:14]=[CH:13][N:12]=1, predict the reactants needed to synthesize it. (3) Given the product [C:7]1([C:1]2[CH:2]=[CH:3][CH:4]=[CH:5][CH:6]=2)[CH:8]=[CH:9][C:10]([O:13][P:22]2[O:26][C:25]([C:33]3[CH:38]=[CH:37][CH:36]=[CH:35][CH:34]=3)([C:27]3[CH:28]=[CH:29][CH:30]=[CH:31][CH:32]=3)[C:24]([C:39]3[CH:40]=[CH:41][CH:42]=[CH:43][CH:44]=3)([C:45]3[CH:46]=[CH:47][CH:48]=[CH:49][CH:50]=3)[O:23]2)=[CH:11][CH:12]=1, predict the reactants needed to synthesize it. The reactants are: [C:1]1([C:7]2[CH:12]=[CH:11][C:10]([OH:13])=[CH:9][CH:8]=2)[CH:6]=[CH:5][CH:4]=[CH:3][CH:2]=1.C(N(CC)CC)C.Cl[P:22]1[O:26][C:25]([C:33]2[CH:38]=[CH:37][CH:36]=[CH:35][CH:34]=2)([C:27]2[CH:32]=[CH:31][CH:30]=[CH:29][CH:28]=2)[C:24]([C:45]2[CH:50]=[CH:49][CH:48]=[CH:47][CH:46]=2)([C:39]2[CH:44]=[CH:43][CH:42]=[CH:41][CH:40]=2)[O:23]1. (4) Given the product [CH3:13][O:6][C:5](=[O:7])[C:4]1[CH:8]=[C:9]([F:12])[CH:10]=[CH:11][C:3]=1[C:1]#[N:2], predict the reactants needed to synthesize it. The reactants are: [C:1]([C:3]1[CH:11]=[CH:10][C:9]([F:12])=[CH:8][C:4]=1[C:5]([OH:7])=[O:6])#[N:2].[C:13](Cl)(=O)C. (5) Given the product [Br:11][C:5]1[CH:6]=[C:7]([N+:8]([O-:10])=[O:9])[C:2]([C:15]2[CH:16]=[CH:17][C:18]([C:19]([O:21][CH3:22])=[O:20])=[C:13]([Cl:12])[CH:14]=2)=[N:3][CH:4]=1, predict the reactants needed to synthesize it. The reactants are: Br[C:2]1[C:7]([N+:8]([O-:10])=[O:9])=[CH:6][C:5]([Br:11])=[CH:4][N:3]=1.[Cl:12][C:13]1[CH:14]=[C:15](B(O)O)[CH:16]=[CH:17][C:18]=1[C:19]([O:21][CH3:22])=[O:20].P([O-])([O-])([O-])=O.[K+].[K+].[K+].O. (6) Given the product [CH2:1]([C:4]1[CH:18]=[CH:17][C:7]([C:8]([O:10][CH:11]([CH2:13][CH:14]([O:16][C:22](=[O:23])[N:21]([CH2:25][CH3:26])[CH2:19][CH3:20])[CH3:15])[CH3:12])=[O:9])=[CH:6][CH:5]=1)[CH2:2][CH3:3], predict the reactants needed to synthesize it. The reactants are: [CH2:1]([C:4]1[CH:18]=[CH:17][C:7]([C:8]([O:10][CH:11]([CH2:13][CH:14]([OH:16])[CH3:15])[CH3:12])=[O:9])=[CH:6][CH:5]=1)[CH2:2][CH3:3].[CH2:19]([N:21]([CH2:25][CH3:26])[C:22](Cl)=[O:23])[CH3:20]. (7) The reactants are: C(N(CC)CC)C.[CH3:8][C:9]1[CH:10]=[C:11]([CH3:41])[C:12]2[O:16][C:15]([NH:17][C:18]3[CH:23]=[CH:22][C:21]([C:24]4[C:32]5[C:27](=[N:28][CH:29]=[N:30][C:31]=5[NH2:33])[N:26]([CH:34]5[CH2:39][CH2:38][NH:37][CH2:36][CH2:35]5)[N:25]=4)=[CH:20][CH:19]=3)=[N:14][C:13]=2[CH:40]=1.Cl[C:43]([O:45][CH3:46])=[O:44]. Given the product [CH3:46][O:45][C:43]([N:37]1[CH2:38][CH2:39][CH:34]([N:26]2[C:27]3=[N:28][CH:29]=[N:30][C:31]([NH2:33])=[C:32]3[C:24]([C:21]3[CH:22]=[CH:23][C:18]([NH:17][C:15]4[O:16][C:12]5[C:11]([CH3:41])=[CH:10][C:9]([CH3:8])=[CH:40][C:13]=5[N:14]=4)=[CH:19][CH:20]=3)=[N:25]2)[CH2:35][CH2:36]1)=[O:44], predict the reactants needed to synthesize it.